Dataset: Full USPTO retrosynthesis dataset with 1.9M reactions from patents (1976-2016). Task: Predict the reactants needed to synthesize the given product. (1) Given the product [F:1][C:2]1[CH:3]=[CH:4][C:5]([C:8]2[N:13]=[C:12]3[CH:14]=[CH:15][S:16][C:11]3=[C:10]([O:17][CH2:25][C:20]3[CH:21]=[CH:22][CH:23]=[CH:24][N:19]=3)[CH:9]=2)=[CH:6][CH:7]=1, predict the reactants needed to synthesize it. The reactants are: [F:1][C:2]1[CH:7]=[CH:6][C:5]([C:8]2[N:13]=[C:12]3[CH:14]=[CH:15][S:16][C:11]3=[C:10]([OH:17])[CH:9]=2)=[CH:4][CH:3]=1.Cl.[N:19]1[CH:24]=[CH:23][CH:22]=[CH:21][C:20]=1[CH2:25]Cl.C(=O)([O-])[O-].[K+].[K+]. (2) Given the product [F:16][C:5]1[C:6]([CH2:11][CH2:12][OH:13])=[CH:7][C:8]([O:9][CH3:10])=[C:3]([CH:4]=1)[C:1]#[N:2], predict the reactants needed to synthesize it. The reactants are: [C:1]([C:3]1[C:8]([O:9][CH3:10])=[CH:7][C:6]([CH2:11][C:12](OC)=[O:13])=[C:5]([F:16])[CH:4]=1)#[N:2].[BH4-].[Li+]. (3) Given the product [Cl:1][C:2]1[CH:3]=[CH:4][C:5]([C:28]([F:31])([F:29])[F:30])=[C:6]([CH:27]=1)[CH2:7][N:8]1[CH2:13][CH2:12][NH:11][C:10]2[N:14]=[CH:15][C:16]([C:18]3[CH:19]=[C:20]([CH:24]=[CH:25][CH:26]=3)[C:21]([NH:41][CH2:40][C:39]3[CH:38]=[CH:37][C:36]([S:32](=[O:35])(=[O:34])[NH2:33])=[CH:43][CH:42]=3)=[O:23])=[CH:17][C:9]1=2, predict the reactants needed to synthesize it. The reactants are: [Cl:1][C:2]1[CH:3]=[CH:4][C:5]([C:28]([F:31])([F:30])[F:29])=[C:6]([CH:27]=1)[CH2:7][N:8]1[CH2:13][CH2:12][NH:11][C:10]2[N:14]=[CH:15][C:16]([C:18]3[CH:19]=[C:20]([CH:24]=[CH:25][CH:26]=3)[C:21]([OH:23])=O)=[CH:17][C:9]1=2.[S:32]([C:36]1[CH:43]=[CH:42][C:39]([CH2:40][NH2:41])=[CH:38][CH:37]=1)(=[O:35])(=[O:34])[NH2:33]. (4) Given the product [CH2:1]([N:8]1[CH:14]2[CH2:15][CH2:16][CH2:17][CH:9]1[CH2:10][N:11]([C:18](=[O:21])[CH2:19][CH3:20])[CH2:12][CH2:13]2)[C:2]1[CH:3]=[CH:4][CH:5]=[CH:6][CH:7]=1, predict the reactants needed to synthesize it. The reactants are: [CH2:1]([N:8]1[CH:14]2[CH2:15][CH2:16][CH2:17][CH:9]1[CH2:10][NH:11][CH2:12][CH2:13]2)[C:2]1[CH:7]=[CH:6][CH:5]=[CH:4][CH:3]=1.[C:18](O[C:18](=[O:21])[CH2:19][CH3:20])(=[O:21])[CH2:19][CH3:20].[OH-].[Na+]. (5) The reactants are: [C:1]([O:5][C:6]([N:8]1[CH2:13][CH2:12][N:11]([C:14]2[N:22]([C:23]3[CH:28]=[CH:27][CH:26]=[CH:25][C:24]=3[Cl:29])[C:21]3[C:20](=[O:30])[N:19]([CH3:31])[C:18](=[O:32])[N:17]([CH2:33][C:34](OC)=[O:35])[C:16]=3[N:15]=2)[CH2:10][CH2:9]1)=[O:7])([CH3:4])([CH3:3])[CH3:2].[OH-].[Na+].Cl. Given the product [C:1]([O:5][C:6]([N:8]1[CH2:13][CH2:12][N:11]([C:14]2[N:22]([C:23]3[CH:28]=[CH:27][CH:26]=[CH:25][C:24]=3[Cl:29])[C:21]3[C:20](=[O:30])[N:19]([CH3:31])[C:18](=[O:32])[N:17]([CH:33]=[C:34]=[O:35])[C:16]=3[N:15]=2)[CH2:10][CH2:9]1)=[O:7])([CH3:4])([CH3:3])[CH3:2], predict the reactants needed to synthesize it. (6) The reactants are: [O:1]1[C:6]2[CH:7]=[CH:8][C:9]([CH2:11][N:12]([CH:20]3[CH2:25][CH2:24][N:23]([CH2:26][CH2:27][N:28]4[C:37]5[C:32](=[CH:33][CH:34]=[CH:35][CH:36]=5)[C:31]([C:38]([O:40][CH3:41])=[O:39])=[CH:30][C:29]4=[O:42])[CH2:22][CH2:21]3)C(=O)OC(C)(C)C)=[CH:10][C:5]=2[O:4][CH2:3][CH2:2]1.[ClH:43].C(OCC)(=O)C. Given the product [ClH:43].[O:1]1[C:6]2[CH:7]=[CH:8][C:9]([CH2:11][NH:12][CH:20]3[CH2:25][CH2:24][N:23]([CH2:26][CH2:27][N:28]4[C:37]5[C:32](=[CH:33][CH:34]=[CH:35][CH:36]=5)[C:31]([C:38]([O:40][CH3:41])=[O:39])=[CH:30][C:29]4=[O:42])[CH2:22][CH2:21]3)=[CH:10][C:5]=2[O:4][CH2:3][CH2:2]1, predict the reactants needed to synthesize it. (7) The reactants are: C1N=CN(C(N2C=NC=C2)=O)C=1.[CH3:13][O:14][C@@H:15]([C:19]1[CH:24]=[CH:23][CH:22]=[CH:21][CH:20]=1)[C:16]([OH:18])=O.[Cl:25][C:26]1[CH:44]=[C:43]([Cl:45])[CH:42]=[CH:41][C:27]=1[CH:28]([O:36][CH:37]1[CH2:40][NH:39][CH2:38]1)[C:29]1[CH:34]=[CH:33][C:32]([Cl:35])=[CH:31][CH:30]=1. Given the product [Cl:25][C:26]1[CH:44]=[C:43]([Cl:45])[CH:42]=[CH:41][C:27]=1[CH:28]([O:36][CH:37]1[CH2:38][N:39]([C:16](=[O:18])[C@@H:15]([O:14][CH3:13])[C:19]2[CH:24]=[CH:23][CH:22]=[CH:21][CH:20]=2)[CH2:40]1)[C:29]1[CH:34]=[CH:33][C:32]([Cl:35])=[CH:31][CH:30]=1, predict the reactants needed to synthesize it. (8) Given the product [Cl:12][C:13]1[CH:22]=[CH:21][C:16]([C:17]([NH:19]/[N:20]=[C:4]2\[C:2](=[O:3])[N:1]([CH2:2][CH2:4][CH2:6][CH2:7][CH2:8][CH3:9])[C:11]3[C:6]\2=[CH:7][CH:8]=[CH:9][CH:10]=3)=[O:18])=[CH:15][CH:14]=1, predict the reactants needed to synthesize it. The reactants are: [NH:1]1[C:11]2[C:6](=[CH:7][CH:8]=[CH:9][CH:10]=2)[C:4](=O)[C:2]1=[O:3].[Cl:12][C:13]1[CH:22]=[CH:21][C:16]([C:17]([NH:19][NH2:20])=[O:18])=[CH:15][CH:14]=1. (9) Given the product [CH2:12]([O:11][C:10]1[CH:9]=[CH:8][C:4]([C:5]([NH2:7])=[O:6])=[CH:3][C:2]=1[NH:1][C:23]([NH2:22])=[S:24])[CH3:13], predict the reactants needed to synthesize it. The reactants are: [NH2:1][C:2]1[CH:3]=[C:4]([CH:8]=[CH:9][C:10]=1[O:11][CH2:12][CH3:13])[C:5]([NH2:7])=[O:6].C([N:22]=[C:23]=[S:24])(=O)C1C=CC=CC=1.O. (10) Given the product [ClH:1].[F:9][C:8]([F:11])([F:10])[C:5]1[CH:6]=[CH:7][C:2]([N:22]2[CH2:21][CH2:20][NH:19][CH2:12][C:13]2=[O:23])=[N:3][CH:4]=1, predict the reactants needed to synthesize it. The reactants are: [Cl:1][C:2]1[CH:7]=[CH:6][C:5]([C:8]([F:11])([F:10])[F:9])=[CH:4][N:3]=1.[CH2:12]([NH:19][CH2:20][CH2:21][NH2:22])[C:13]1C=CC=CC=1.[OH2:23].